Dataset: Peptide-MHC class II binding affinity with 134,281 pairs from IEDB. Task: Regression. Given a peptide amino acid sequence and an MHC pseudo amino acid sequence, predict their binding affinity value. This is MHC class II binding data. (1) The peptide sequence is GELQIVDKIDARFKI. The MHC is DRB1_1501 with pseudo-sequence DRB1_1501. The binding affinity (normalized) is 0.401. (2) The peptide sequence is GKIILVAVHVASGYI. The MHC is DRB1_0301 with pseudo-sequence DRB1_0301. The binding affinity (normalized) is 0.171. (3) The peptide sequence is EGWPYIACRTSIVGR. The MHC is DRB1_0802 with pseudo-sequence DRB1_0802. The binding affinity (normalized) is 0.343. (4) The MHC is DRB1_1101 with pseudo-sequence DRB1_1101. The binding affinity (normalized) is 0.498. The peptide sequence is YDKFLAVVSTVLTGK. (5) The peptide sequence is ATPPGTSDEFPHSNG. The MHC is DRB3_0301 with pseudo-sequence DRB3_0301. The binding affinity (normalized) is 0. (6) The peptide sequence is ALATAGTTVYGAFAA. The MHC is HLA-DQA10102-DQB10602 with pseudo-sequence HLA-DQA10102-DQB10602. The binding affinity (normalized) is 0.879. (7) The peptide sequence is VDGNPTVDIEEAPEM. The MHC is DRB3_0101 with pseudo-sequence DRB3_0101. The binding affinity (normalized) is 0. (8) The peptide sequence is APEDKYEAFVLHFSE. The MHC is HLA-DQA10501-DQB10301 with pseudo-sequence HLA-DQA10501-DQB10301. The binding affinity (normalized) is 0.420. (9) The peptide sequence is QKTKQIGNRPGPSRG. The MHC is HLA-DQA10201-DQB10303 with pseudo-sequence HLA-DQA10201-DQB10303. The binding affinity (normalized) is 0.298. (10) The peptide sequence is TSLFQHMLDLRAGKS. The MHC is DRB4_0101 with pseudo-sequence DRB4_0103. The binding affinity (normalized) is 0.702.